This data is from Reaction yield outcomes from USPTO patents with 853,638 reactions. The task is: Predict the reaction yield, written as a fraction of the theoretical maximum amount of product (1.0 means a 100% yield; for example, 0.34 means a 34% yield). (1) The reactants are C([N:3]([CH2:13][CH3:14])[C:4](=[O:12])[C:5]1[CH:10]=[CH:9][CH:8]=[CH:7][C:6]=1[CH3:11])C.[CH3:15][N:16](C)[CH2:17]C#N. No catalyst specified. The product is [CH3:15][N:16]([CH2:14][C:13]1[NH:3][C:4](=[O:12])[C:5]2[C:6]([CH:11]=1)=[CH:7][CH:8]=[CH:9][CH:10]=2)[CH3:17]. The yield is 0.320. (2) The reactants are [F:1][C:2]1[CH:7]=[CH:6][C:5]([C:8]([CH3:12])([CH3:11])[CH2:9][NH2:10])=[CH:4][CH:3]=1.[Cl:13][C:14]1[N:15]=[N:16][C:17](Cl)=[CH:18][C:19]=1[CH3:20].C([O-])([O-])=O.[K+].[K+]. The catalyst is C(O)(C)C. The product is [Cl:13][C:14]1[N:15]=[N:16][C:17]([NH:10][CH2:9][C:8]([C:5]2[CH:4]=[CH:3][C:2]([F:1])=[CH:7][CH:6]=2)([CH3:12])[CH3:11])=[CH:18][C:19]=1[CH3:20]. The yield is 0.150. (3) The reactants are [C:1]([C:4]1[CH:8]=[CH:7][S:6][CH:5]=1)(=[O:3])[CH3:2].[Cl-].[Al+3].[Cl-].[Cl-].[Br:13]Br.C(=O)([O-])[O-].[Na+].[Na+]. The catalyst is C(OCC)C. The product is [Br:13][CH2:2][C:1]([C:4]1[CH:8]=[CH:7][S:6][CH:5]=1)=[O:3]. The yield is 0.650. (4) The reactants are [CH:1]1[C:13]2[NH:12][C:11]3[C:6](=[CH:7][CH:8]=[CH:9][CH:10]=3)[C:5]=2[C:4]([O:14][CH2:15][CH:16]([OH:20])[CH2:17][NH:18][CH3:19])=[CH:3][CH:2]=1.[CH3:21][O:22][C:23]1[CH:24]=[C:25]([CH:28]=[C:29]([O:31][CH3:32])[CH:30]=1)[CH:26]=O.[BH-](OC(C)=O)(OC(C)=O)OC(C)=O.[Na+]. The catalyst is C(O)(=O)C. The product is [CH:1]1[C:13]2[NH:12][C:11]3[C:6](=[CH:7][CH:8]=[CH:9][CH:10]=3)[C:5]=2[C:4]([O:14][CH2:15][CH:16]([OH:20])[CH2:17][N:18]([CH2:26][C:25]2[CH:28]=[C:29]([O:31][CH3:32])[CH:30]=[C:23]([O:22][CH3:21])[CH:24]=2)[CH3:19])=[CH:3][CH:2]=1. The yield is 0.130. (5) The reactants are Br[C:2]1[CH:10]=[CH:9][CH:8]=[C:7]2[C:3]=1[CH2:4][NH:5][C:6]2=[O:11].C([Li])CCC.[B:17](OC)([O:20]C)[O:18]C. The catalyst is O1CCCC1. The product is [O:11]=[C:6]1[C:7]2[C:3](=[C:2]([B:17]([OH:20])[OH:18])[CH:10]=[CH:9][CH:8]=2)[CH2:4][NH:5]1. The yield is 0.160. (6) The reactants are [CH3:1][O:2][C:3]1[CH:22]=[CH:21][C:6]([CH2:7][NH:8][S:9]([C:12]2[CH:20]=[CH:19][C:15]([C:16]([OH:18])=[O:17])=[CH:14][CH:13]=2)(=[O:11])=[O:10])=[CH:5][CH:4]=1.C(=O)([O-])[O-].[Cs+].[Cs+].[CH2:29](I)[CH3:30]. The catalyst is CN(C=O)C.C(OCC)(=O)C. The product is [CH2:29]([N:8]([CH2:7][C:6]1[CH:5]=[CH:4][C:3]([O:2][CH3:1])=[CH:22][CH:21]=1)[S:9]([C:12]1[CH:20]=[CH:19][C:15]([C:16]([OH:18])=[O:17])=[CH:14][CH:13]=1)(=[O:11])=[O:10])[CH3:30]. The yield is 0.350. (7) The reactants are [BH4-].[Na+].[C:3]([O:7][C:8]([N:10]1[CH2:13][CH:12]([C:14](O)=[O:15])[CH2:11]1)=[O:9])([CH3:6])([CH3:5])[CH3:4].II.CO. The catalyst is C1COCC1. The product is [OH:15][CH2:14][CH:12]1[CH2:13][N:10]([C:8]([O:7][C:3]([CH3:6])([CH3:5])[CH3:4])=[O:9])[CH2:11]1. The yield is 0.270.